Dataset: Forward reaction prediction with 1.9M reactions from USPTO patents (1976-2016). Task: Predict the product of the given reaction. (1) Given the reactants [CH3:1][C@:2]12[C@@:19]3([CH3:20])[C@@H:10]([C@:11]4([CH3:32])[C@@H:16]([CH2:17][CH2:18]3)[C:15]([CH3:22])([CH3:21])[C:14]([C:23]3[CH:31]=[CH:30][C:26]([C:27]([OH:29])=[O:28])=[CH:25][CH:24]=3)=[CH:13][CH2:12]4)[CH2:9][CH2:8][C@@H:7]1[C@H:6]1[C@H:33]([C:36]([CH3:38])=[CH2:37])[CH2:34][CH2:35][C@:5]1([CH2:39][NH:40][C:41]([C@@H:43]1[CH2:47][CH2:46][CH2:45][N:44]1[CH3:48])=[O:42])[CH2:4][CH2:3]2.CN1CCC[C@@H]1C(O)=O, predict the reaction product. The product is: [CH3:1][C@:2]12[C@@:19]3([CH3:20])[C@@H:10]([C@:11]4([CH3:32])[C@@H:16]([CH2:17][CH2:18]3)[C:15]([CH3:21])([CH3:22])[C:14]([C:23]3[CH:24]=[CH:25][C:26]([C:27]([OH:29])=[O:28])=[CH:30][CH:31]=3)=[CH:13][CH2:12]4)[CH2:9][CH2:8][C@@H:7]1[C@H:6]1[C@H:33]([C:36]([CH3:38])=[CH2:37])[CH2:34][CH2:35][C@:5]1([CH2:39][NH:40][C:41]([C@H:43]1[CH2:47][CH2:46][CH2:45][N:44]1[CH3:48])=[O:42])[CH2:4][CH2:3]2. (2) Given the reactants [C:1](Cl)(Cl)=[O:2].[N:5]1([CH2:11][C:12]2[CH:26]=[CH:25][C:15]3[NH:16][C:17]([C:19]4[C:23]([NH2:24])=[CH:22][NH:21][N:20]=4)=[N:18][C:14]=3[CH:13]=2)[CH2:10][CH2:9][O:8][CH2:7][CH2:6]1.[NH:27]1[CH2:32][CH2:31][S:30][CH2:29][CH2:28]1, predict the reaction product. The product is: [N:5]1([CH2:11][C:12]2[CH:26]=[CH:25][C:15]3[NH:16][C:17]([C:19]4[C:23]([NH:24][C:1]([N:27]5[CH2:32][CH2:31][S:30][CH2:29][CH2:28]5)=[O:2])=[CH:22][NH:21][N:20]=4)=[N:18][C:14]=3[CH:13]=2)[CH2:10][CH2:9][O:8][CH2:7][CH2:6]1. (3) Given the reactants [CH3:1][O:2][C:3]1[CH:8]=[CH:7][C:6]([C:9]2[N:10]=[C:11]([NH2:15])[S:12][C:13]=2[CH3:14])=[CH:5][CH:4]=1.[N:16]1([C:21](N2C=CN=C2)=[S:22])[CH:20]=[CH:19][N:18]=[CH:17]1, predict the reaction product. The product is: [CH3:1][O:2][C:3]1[CH:4]=[CH:5][C:6]([C:9]2[N:10]=[C:11]([NH:15][C:21]([N:16]3[CH:20]=[CH:19][N:18]=[CH:17]3)=[S:22])[S:12][C:13]=2[CH3:14])=[CH:7][CH:8]=1. (4) Given the reactants [NH2:1][C@H:2]1[C@H:6]([OH:7])[CH2:5][N:4]([C:8]([O:10][C:11]([CH3:14])([CH3:13])[CH3:12])=[O:9])[CH2:3]1.C([O-])([O-])=O.[Na+].[Na+].[CH:21]1[CH:26]=[CH:25][C:24]([CH2:27][O:28][C:29](Cl)=[O:30])=[CH:23][CH:22]=1.C(OCC)(=O)C, predict the reaction product. The product is: [CH2:27]([O:28][C:29]([NH:1][C@H:2]1[C@H:6]([OH:7])[CH2:5][N:4]([C:8]([O:10][C:11]([CH3:14])([CH3:13])[CH3:12])=[O:9])[CH2:3]1)=[O:30])[C:24]1[CH:25]=[CH:26][CH:21]=[CH:22][CH:23]=1. (5) Given the reactants Cl[C:2]1[C:11]2[C:6](=[CH:7][C:8]([S:12]([N:15]([C:25]3[CH:29]=[CH:28][O:27][N:26]=3)[CH2:16][C:17]3[CH:22]=[CH:21][C:20]([O:23][CH3:24])=[CH:19][CH:18]=3)(=[O:14])=[O:13])=[CH:9][CH:10]=2)[C:5](=[O:30])[N:4]([CH3:31])[N:3]=1.[Cl:32][C:33]1[C:38]([F:39])=[CH:37][C:36](B2OC(C)(C)C(C)(C)O2)=[C:35]([O:49][CH3:50])[CH:34]=1.P([O-])([O-])([O-])=O.[K+].[K+].[K+], predict the reaction product. The product is: [Cl:32][C:33]1[C:38]([F:39])=[CH:37][C:36]([C:2]2[C:11]3[C:6](=[CH:7][C:8]([S:12]([N:15]([C:25]4[CH:29]=[CH:28][O:27][N:26]=4)[CH2:16][C:17]4[CH:18]=[CH:19][C:20]([O:23][CH3:24])=[CH:21][CH:22]=4)(=[O:14])=[O:13])=[CH:9][CH:10]=3)[C:5](=[O:30])[N:4]([CH3:31])[N:3]=2)=[C:35]([O:49][CH3:50])[CH:34]=1.